From a dataset of Full USPTO retrosynthesis dataset with 1.9M reactions from patents (1976-2016). Predict the reactants needed to synthesize the given product. Given the product [CH2:1]([N:3]1[CH:7]=[C:6]([C:8]2[CH:13]=[CH:12][N:11]=[C:10]3[NH:14][C:15]([C:17]4[CH2:18][CH2:19][N:20]([C:23]([O:25][C:26]([CH3:29])([CH3:28])[CH3:27])=[O:24])[CH2:21][CH:22]=4)=[CH:16][C:9]=23)[C:5]([C:39]2[CH:40]=[CH:41][C:42]([NH:45][C:46]([NH:48][C:49]3[CH:50]=[CH:51][CH:52]=[CH:53][CH:54]=3)=[O:47])=[CH:43][CH:44]=2)=[N:4]1)[CH3:2], predict the reactants needed to synthesize it. The reactants are: [CH2:1]([N:3]1[CH:7]=[C:6]([C:8]2[CH:13]=[CH:12][N:11]=[C:10]3[N:14](S(C4C=CC=CC=4)(=O)=O)[C:15]([C:17]4[CH2:18][CH2:19][N:20]([C:23]([O:25][C:26]([CH3:29])([CH3:28])[CH3:27])=[O:24])[CH2:21][CH:22]=4)=[CH:16][C:9]=23)[C:5]([C:39]2[CH:44]=[CH:43][C:42]([NH:45][C:46]([NH:48][C:49]3[CH:54]=[CH:53][CH:52]=[CH:51][CH:50]=3)=[O:47])=[CH:41][CH:40]=2)=[N:4]1)[CH3:2].[OH-].[Na+].